Dataset: Catalyst prediction with 721,799 reactions and 888 catalyst types from USPTO. Task: Predict which catalyst facilitates the given reaction. Reactant: Br[C:2]1[CH:3]=[CH:4][N:5]2[C:10]=1[C:9]([NH2:11])=[N:8][CH:7]=[N:6]2.[CH2:12]([N:19]1[CH:27]=[C:26]2[C:21]([CH:22]=[C:23](B3OC(C)(C)C(C)(C)O3)[CH:24]=[CH:25]2)=[N:20]1)[C:13]1[CH:18]=[CH:17][CH:16]=[CH:15][CH:14]=1.C(=O)([O-])[O-].[Na+].[Na+].CN(C)C=O. Product: [CH2:12]([N:19]1[CH:27]=[C:26]2[C:21]([CH:22]=[C:23]([C:2]3[C:10]4[N:5]([NH:6][CH:7]=[N:8][C:9]=4[NH2:11])[CH2:4][CH:3]=3)[CH:24]=[CH:25]2)=[N:20]1)[C:13]1[CH:18]=[CH:17][CH:16]=[CH:15][CH:14]=1. The catalyst class is: 103.